This data is from Full USPTO retrosynthesis dataset with 1.9M reactions from patents (1976-2016). The task is: Predict the reactants needed to synthesize the given product. (1) Given the product [F:1][C:2]1[CH:3]=[CH:4][C:5]([NH:8][NH:9][C:12]([N:11]([CH3:15])[CH3:10])=[O:13])=[N:6][CH:7]=1, predict the reactants needed to synthesize it. The reactants are: [F:1][C:2]1[CH:3]=[CH:4][C:5]([NH:8][NH2:9])=[N:6][CH:7]=1.[CH3:10][N:11]([CH3:15])[C:12](Cl)=[O:13].CCN(C(C)C)C(C)C. (2) Given the product [CH2:1]([O:8][C:9](=[O:37])[NH:10][C:11]12[CH2:17][CH2:16][CH:15]([CH2:18][CH2:19]1)[CH2:14][N:13]1[C:20](=[O:36])[C:21]([O:28][CH2:29][C:30]3[CH:31]=[CH:32][CH:33]=[CH:34][CH:35]=3)=[C:22]([C:24]([NH:26][NH:27][C:53](=[O:54])[CH2:52][C:49]3[CH:50]=[CH:51][C:46]([F:45])=[CH:47][CH:48]=3)=[O:25])[N:23]=[C:12]21)[C:2]1[CH:3]=[CH:4][CH:5]=[CH:6][CH:7]=1, predict the reactants needed to synthesize it. The reactants are: [CH2:1]([O:8][C:9](=[O:37])[NH:10][C:11]12[CH2:19][CH2:18][CH:15]([CH2:16][CH2:17]1)[CH2:14][N:13]1[C:20](=[O:36])[C:21]([O:28][CH2:29][C:30]3[CH:35]=[CH:34][CH:33]=[CH:32][CH:31]=3)=[C:22]([C:24]([NH:26][NH2:27])=[O:25])[N:23]=[C:12]21)[C:2]1[CH:7]=[CH:6][CH:5]=[CH:4][CH:3]=1.C(N(CC)CC)C.[F:45][C:46]1[CH:51]=[CH:50][C:49]([CH2:52][C:53](Cl)=[O:54])=[CH:48][CH:47]=1. (3) Given the product [F:16][C:11]1[N:10]=[C:9]([NH2:18])[CH:14]=[C:13]([CH3:15])[CH:12]=1, predict the reactants needed to synthesize it. The reactants are: N.C(=O)([O-])[O-].[K+].[K+].Br[C:9]1[CH:14]=[C:13]([CH3:15])[CH:12]=[C:11]([F:16])[N:10]=1.C[NH:18]CCNC. (4) Given the product [CH2:17]([C:9]1[O:10][C:11]2[CH:16]=[CH:15][CH:14]=[CH:13][C:12]=2[C:8]=1/[CH:7]=[N:6]/[O:5][CH2:4][CH2:3][CH2:2][O:31][C:28]1[CH:27]=[CH:26][C:25]([CH2:24][C:23]([OH:32])=[O:22])=[CH:30][CH:29]=1)[CH2:18][CH2:19][CH3:20], predict the reactants needed to synthesize it. The reactants are: Br[CH2:2][CH2:3][CH2:4][O:5][N:6]=[CH:7][C:8]1[C:12]2[CH:13]=[CH:14][CH:15]=[CH:16][C:11]=2[O:10][C:9]=1[CH2:17][CH2:18][CH2:19][CH3:20].C[O:22][C:23](=[O:32])[CH2:24][C:25]1[CH:30]=[CH:29][C:28]([OH:31])=[CH:27][CH:26]=1. (5) Given the product [CH2:20]([O:22][C:23](=[O:39])[CH2:24][O:25][CH2:26][CH2:27][CH2:28][CH2:29][N:30]1[C:35](=[O:36])[CH2:34][CH2:33][CH2:32][C@@H:31]1/[CH:37]=[CH:9]/[C:10](=[O:19])[CH2:11][C:12]1[CH:17]=[CH:16][CH:15]=[C:14]([Cl:18])[CH:13]=1)[CH3:21], predict the reactants needed to synthesize it. The reactants are: [H-].[Na+].COP([CH2:9][C:10](=[O:19])[CH2:11][C:12]1[CH:17]=[CH:16][CH:15]=[C:14]([Cl:18])[CH:13]=1)(=O)OC.[CH2:20]([O:22][C:23](=[O:39])[CH2:24][O:25][CH2:26][CH2:27][CH2:28][CH2:29][N:30]1[C:35](=[O:36])[CH2:34][CH2:33][CH2:32][C@@H:31]1[CH:37]=O)[CH3:21]. (6) Given the product [CH2:1]([N:8]1[C:13]2[C:12]3[C:11](=[N:19][NH:18][C:17]=3[N:16]=[C:15]([S:20][CH3:21])[N:14]=2)[CH:10]([C:23]([O:25][CH2:26][CH3:27])=[O:24])[CH2:9]1)[C:2]1[CH:7]=[CH:6][CH:5]=[CH:4][CH:3]=1, predict the reactants needed to synthesize it. The reactants are: [CH2:1]([N:8]1[C:13]2[N:14]=[C:15]([S:20][CH3:21])[N:16]=[C:17]([NH:18][NH2:19])[C:12]=2[C:11](=O)[CH:10]([C:23]([O:25][CH2:26][CH3:27])=[O:24])[CH2:9]1)[C:2]1[CH:7]=[CH:6][CH:5]=[CH:4][CH:3]=1. (7) Given the product [C:29]([O:28][C:26](=[O:27])[NH:20][C@H:12]1[CH2:11][CH2:10][C@@H:9]([NH:19][CH:16]2[CH2:18][CH2:17]2)[CH2:8][CH2:13]1)([CH3:32])([CH3:31])[CH3:30], predict the reactants needed to synthesize it. The reactants are: Cl[C:8]1[CH:13]=[CH:12][C:11]([C:8]2[C:9](C=O)=[CH:10][CH:11]=[CH:12][CH:13]=2)=[CH:10][CH:9]=1.[CH:16]1([NH2:19])[CH2:18][CH2:17]1.[N:20]1([C:26]([O:28][C:29]([CH3:32])([CH3:31])[CH3:30])=[O:27])CCNCC1. (8) Given the product [F:20][C:21]1[CH:22]=[C:23]([N:28]2[C:33](=[O:34])[C:32]([O:35][CH2:36][CH2:37][CH2:38][CH3:39])=[C:31]([C:46]3[CH:47]=[CH:48][C:43]([S:42][CH3:41])=[CH:44][CH:45]=3)[CH:30]=[N:29]2)[CH:24]=[CH:25][C:26]=1[F:27], predict the reactants needed to synthesize it. The reactants are: C1(P(C2C=CC=CC=2)C2C=CC=CC=2)C=CC=CC=1.[F:20][C:21]1[CH:22]=[C:23]([N:28]2[C:33](=[O:34])[C:32]([O:35][CH2:36][CH2:37][CH2:38][CH3:39])=[C:31](Cl)[CH:30]=[N:29]2)[CH:24]=[CH:25][C:26]=1[F:27].[CH3:41][S:42][C:43]1[CH:48]=[CH:47][C:46](B(O)O)=[CH:45][CH:44]=1.[O-]P([O-])([O-])=O.[K+].[K+].[K+].